From a dataset of Catalyst prediction with 721,799 reactions and 888 catalyst types from USPTO. Predict which catalyst facilitates the given reaction. Reactant: [CH3:1][Mg]Cl.[Cl:4][C:5]1[C:10]([CH:11]=[O:12])=[C:9]([Cl:13])[CH:8]=[CH:7][N:6]=1. Product: [Cl:4][C:5]1[C:10]([CH:11]([OH:12])[CH3:1])=[C:9]([Cl:13])[CH:8]=[CH:7][N:6]=1. The catalyst class is: 1.